This data is from Full USPTO retrosynthesis dataset with 1.9M reactions from patents (1976-2016). The task is: Predict the reactants needed to synthesize the given product. (1) The reactants are: [Cl:1][C:2]1[N:7]=[CH:6][N:5]=[C:4]([O:8][CH2:9][CH2:10][N:11]([CH:15]([CH3:17])[CH3:16])[CH:12]([CH3:14])[CH3:13])[CH:3]=1.[O:18]=[C:19]1[CH2:27][C:26]2[C:21](=[CH:22][C:23]([C:28]#[N:29])=[CH:24][CH:25]=2)[NH:20]1.C(=O)([O-])[O-].[Cs+].[Cs+]. Given the product [ClH:1].[CH:12]([N:11]([CH:15]([CH3:17])[CH3:16])[CH2:10][CH2:9][O:8][C:4]1[N:5]=[CH:6][N:7]=[C:2]([C:27]2[C:26]3[C:21](=[CH:22][C:23]([C:28]#[N:29])=[CH:24][CH:25]=3)[NH:20][C:19]=2[OH:18])[CH:3]=1)([CH3:14])[CH3:13], predict the reactants needed to synthesize it. (2) Given the product [N:5]1[CH:6]=[CH:7][CH:8]=[CH:9][C:4]=1[CH2:1][CH2:2][N:10]=[C:11]1[CH:16]=[C:15]([N+:17]([O-:19])=[O:18])[CH:14]=[CH:13][CH:12]1[OH:20], predict the reactants needed to synthesize it. The reactants are: [C:1]([C:4]1[CH:9]=[CH:8][CH:7]=[CH:6][N:5]=1)(=O)[CH3:2].[NH2:10][C:11]1[CH:16]=[C:15]([N+:17]([O-:19])=[O:18])[CH:14]=[CH:13][C:12]=1[OH:20]. (3) Given the product [CH2:8]([N:12]1[C:16]2[CH:17]=[C:18]([CH:31]=[O:30])[CH:19]=[CH:20][C:15]=2[N:14]=[C:13]1[NH2:22])[CH:9]([CH3:11])[CH3:10], predict the reactants needed to synthesize it. The reactants are: C1([Li])C=CC=CC=1.[CH2:8]([N:12]1[C:16]2[CH:17]=[C:18](Br)[CH:19]=[CH:20][C:15]=2[N:14]=[C:13]1[NH2:22])[CH:9]([CH3:11])[CH3:10].C([Li])(C)(C)C.[Cl-].[NH4+].[O:30]1CCC[CH2:31]1. (4) Given the product [Cl:25][C:10]1[C:9]2[C:8](=[CH:16][CH:15]=[CH:14][CH:13]=2)[N:7]=[C:5]2[N:4]([C:17]3[CH:22]=[CH:21][CH:20]=[CH:19][N:18]=3)[N:3]=[C:2]([CH3:1])[C:6]=12, predict the reactants needed to synthesize it. The reactants are: [CH3:1][C:2]1[CH:6]=[C:5]([NH:7][C:8]2[CH:16]=[CH:15][CH:14]=[CH:13][C:9]=2[C:10](O)=O)[N:4]([C:17]2[CH:22]=[CH:21][CH:20]=[CH:19][N:18]=2)[N:3]=1.P(Cl)(Cl)([Cl:25])=O. (5) Given the product [O:3]1[C:7]2[CH2:13][CH2:12][NH:11][CH2:10][CH2:9][C:8]=2[N:1]=[C:2]1[NH2:4], predict the reactants needed to synthesize it. The reactants are: [NH2:1][C:2]([NH2:4])=[O:3].Br.Br[CH:7]1[CH2:13][CH2:12][NH:11][CH2:10][CH2:9][C:8]1=O.[OH-].[Na+]. (6) Given the product [C:9]([N:8]([C:5]1[CH:4]=[CH:3][C:2]([Cl:1])=[CH:7][CH:6]=1)[C@H:12]1[C:21]2[C:16](=[CH:17][CH:18]=[CH:19][CH:20]=2)[N:15]([C:22]([C:23]2[CH:28]=[CH:27][C:26]([O:29][CH2:40][CH2:41][C:42]([CH3:48])([CH3:47])[C:43]([O:45][CH3:46])=[O:44])=[C:25]([F:30])[CH:24]=2)=[O:31])[C@@H:14]([CH3:32])[CH2:13]1)(=[O:11])[CH3:10], predict the reactants needed to synthesize it. The reactants are: [Cl:1][C:2]1[CH:7]=[CH:6][C:5]([N:8]([C@H:12]2[C:21]3[C:16](=[CH:17][CH:18]=[CH:19][CH:20]=3)[N:15]([C:22](=[O:31])[C:23]3[CH:28]=[CH:27][C:26]([OH:29])=[C:25]([F:30])[CH:24]=3)[C@@H:14]([CH3:32])[CH2:13]2)[C:9](=[O:11])[CH3:10])=[CH:4][CH:3]=1.C([O-])([O-])=O.[Cs+].[Cs+].Br[CH2:40][CH2:41][C:42]([CH3:48])([CH3:47])[C:43]([O:45][CH3:46])=[O:44]. (7) Given the product [CH3:1][N:2]1[C:6]([O:7][CH:8]2[CH2:11][O:10][CH2:9]2)=[C:5]([CH2:12][OH:13])[C:4]([C:14]([F:17])([F:15])[F:16])=[N:3]1, predict the reactants needed to synthesize it. The reactants are: [CH3:1][N:2]1[C:6]([O:7][CH:8]2[CH2:11][O:10][CH2:9]2)=[C:5]([CH:12]=[O:13])[C:4]([C:14]([F:17])([F:16])[F:15])=[N:3]1.[BH4-].[Na+].